From a dataset of Catalyst prediction with 721,799 reactions and 888 catalyst types from USPTO. Predict which catalyst facilitates the given reaction. (1) Reactant: [F:1][CH:2]1[CH2:8][N:7]([C:9]2[N:13]([CH3:14])[N:12]=[CH:11][C:10]=2[N+:15]([O-])=O)[CH2:6][CH2:5][CH:4]([NH:18]C(=O)OC(C)(C)C)[CH2:3]1.C(OC([NH:33][C:34]1[S:38][C:37]([C:39]2[C:44]([F:45])=[CH:43][CH:42]=[CH:41][C:40]=2[F:46])=[N:36][C:35]=1[C:47](O)=[O:48])=O)(C)(C)C.CO.C(Cl)Cl.N. Product: [NH2:33][C:34]1[S:38][C:37]([C:39]2[C:44]([F:45])=[CH:43][CH:42]=[CH:41][C:40]=2[F:46])=[N:36][C:35]=1[C:47]([NH:15][C:10]1[CH:11]=[N:12][N:13]([CH3:14])[C:9]=1[N:7]1[CH2:6][CH2:5][C@@H:4]([NH2:18])[CH2:3][C@@H:2]([F:1])[CH2:8]1)=[O:48]. The catalyst class is: 5. (2) Product: [CH3:26][C:21]1([CH3:27])[C:22]([CH3:25])([CH3:24])[O:23][B:19]([C:7]2[CH2:16][CH2:15][C:10]3([CH2:14][CH2:13][CH2:12][CH2:11]3)[CH2:9][CH:8]=2)[O:20]1. Reactant: FC(F)(F)S(O[C:7]1[CH2:16][CH2:15][C:10]2([CH2:14][CH2:13][CH2:12][CH2:11]2)[CH2:9][CH:8]=1)(=O)=O.[B:19]1([B:19]2[O:23][C:22]([CH3:25])([CH3:24])[C:21]([CH3:27])([CH3:26])[O:20]2)[O:23][C:22]([CH3:25])([CH3:24])[C:21]([CH3:27])([CH3:26])[O:20]1.C([O-])(=O)C.[K+].C(Cl)Cl. The catalyst class is: 75. (3) Reactant: C(OC(=O)[NH:7][C@@H:8]([C:14]([N:16]1[C@H:21]([C:22](=[O:37])[NH:23][CH2:24][C:25]2[CH:30]=[C:29]([Cl:31])[CH:28]=[CH:27][C:26]=2[N:32]2[CH:36]=[N:35][N:34]=[N:33]2)[CH2:20][C@H:19]2[C@@H:17]1[CH2:18]2)=[O:15])[CH2:9][C:10]([CH3:13])([CH3:12])[CH3:11])(C)(C)C.Cl. Product: [Cl:31][C:29]1[CH:28]=[CH:27][C:26]([N:32]2[CH:36]=[N:35][N:34]=[N:33]2)=[C:25]([CH:30]=1)[CH2:24][NH:23][C:22]([C@@H:21]1[CH2:20][C@H:19]2[C@H:17]([CH2:18]2)[N:16]1[C:14](=[O:15])[C@H:8]([NH2:7])[CH2:9][C:10]([CH3:13])([CH3:12])[CH3:11])=[O:37]. The catalyst class is: 5. (4) Reactant: C[N:2]1[C:8](=O)[O:7][C:5](=O)[C:4]2=[CH:10][CH:11]=[CH:12][CH:13]=[C:3]12.[C:14]([O:18][CH2:19][CH3:20])(=[O:17])[NH:15][NH2:16].C(O)C. Product: [CH3:8][NH:2][C:3]1[CH:13]=[CH:12][CH:11]=[CH:10][C:4]=1[C:5]([NH:16][NH:15][C:14]([O:18][CH2:19][CH3:20])=[O:17])=[O:7]. The catalyst class is: 13. (5) Reactant: [CH2:1]=[CH:2][C:3]1[CH:8]=[CH:7][CH:6]=[CH:5][CH:4]=1.[C:9]([OH:14])(=[O:13])[C:10]([CH3:12])=[CH2:11].N(C(C)(C)C(OC)=O)=NC(C)(C)C(OC)=O. Product: [CH2:1]=[CH:2][C:3]1[CH:8]=[CH:7][CH:6]=[CH:5][CH:4]=1.[C:9]([O-:14])(=[O:13])[C:10]([CH3:12])=[CH2:11]. The catalyst class is: 16.